This data is from Forward reaction prediction with 1.9M reactions from USPTO patents (1976-2016). The task is: Predict the product of the given reaction. (1) Given the reactants [CH3:1][C:2]1([C:7]2[O:11][C:10]([CH2:12][N:13]3[CH:17]=[C:16]([NH2:18])[CH:15]=[N:14]3)=[CH:9][CH:8]=2)[O:6]CCO1.[F:19][C:20]([F:37])([F:36])[O:21][C:22]1[CH:23]=[C:24]([C:28]2[O:32][CH:31]=[N:30][C:29]=2[C:33](O)=[O:34])[CH:25]=[CH:26][CH:27]=1, predict the reaction product. The product is: [C:2]([C:7]1[O:11][C:10]([CH2:12][N:13]2[CH:17]=[C:16]([NH:18][C:33]([C:29]3[N:30]=[CH:31][O:32][C:28]=3[C:24]3[CH:25]=[CH:26][CH:27]=[C:22]([O:21][C:20]([F:36])([F:19])[F:37])[CH:23]=3)=[O:34])[CH:15]=[N:14]2)=[CH:9][CH:8]=1)(=[O:6])[CH3:1]. (2) Given the reactants Cl[CH2:2][CH2:3][CH2:4][O:5][C:6]1[CH:11]=[CH:10][C:9]([C:12]2[S:13][C:14]3[CH2:15][N:16]([C:21]([NH:23][CH2:24][CH3:25])=[O:22])[CH2:17][CH2:18][C:19]=3[N:20]=2)=[CH:8][CH:7]=1.[CH3:26][CH:27]1[CH2:31][CH2:30][CH2:29][NH:28]1.C(=O)([O-])[O-].[K+].[K+].[I-].[Na+], predict the reaction product. The product is: [CH2:24]([NH:23][C:21]([N:16]1[CH2:17][CH2:18][C:19]2[N:20]=[C:12]([C:9]3[CH:10]=[CH:11][C:6]([O:5][CH2:4][CH2:3][CH2:2][N:28]4[CH2:29][CH2:30][CH2:31][CH:27]4[CH3:26])=[CH:7][CH:8]=3)[S:13][C:14]=2[CH2:15]1)=[O:22])[CH3:25].